From a dataset of Forward reaction prediction with 1.9M reactions from USPTO patents (1976-2016). Predict the product of the given reaction. (1) Given the reactants [CH:1]1([NH:10][CH2:11][C:12]([OH:14])=[O:13])[C:9]2[C:4](=[CH:5][CH:6]=[CH:7][CH:8]=2)[CH2:3][CH2:2]1.[NH2:15][C@H:16]([C:20]([O:22][CH2:23][CH:24]=[CH2:25])=[O:21])[CH:17]([CH3:19])[CH3:18].[NH:26]([C:39]([O:41][CH2:42][C:43]1[CH:48]=[CH:47][CH:46]=[CH:45][CH:44]=1)=[O:40])[C@H:27]([C:36]([OH:38])=[O:37])[CH2:28][C:29](=[O:35])[O:30][C:31]([CH3:34])([CH3:33])[CH3:32].CN1CCOCC1.C(Cl)CCl, predict the reaction product. The product is: [NH:26]([C:39]([O:41][CH2:42][C:43]1[CH:48]=[CH:47][CH:46]=[CH:45][CH:44]=1)=[O:40])[C@H:27]([C:36]([OH:38])=[O:37])[CH2:28][C:29](=[O:35])[O:30][C:31]([CH3:34])([CH3:33])[CH3:32].[CH:1]1([NH:10][CH2:11][C:12]([OH:14])=[O:13])[C:9]2[C:4](=[CH:5][CH:6]=[CH:7][CH:8]=2)[CH2:3][CH2:2]1.[NH2:15][C@H:16]([C:20]([O:22][CH2:23][CH:24]=[CH2:25])=[O:21])[CH:17]([CH3:19])[CH3:18]. (2) The product is: [CH3:16][C:15]1[C:3]2[C:4](=[N:5][CH:6]=[C:7]([C:8]([OH:10])=[O:9])[C:2]=2[N:21]2[CH2:22][CH2:23][N:18]([CH3:17])[CH2:19][CH2:20]2)[O:13][N:14]=1. Given the reactants Cl[C:2]1[C:7]([C:8]([O:10]CC)=[O:9])=[CH:6][N:5]=[C:4]2[O:13][N:14]=[C:15]([CH3:16])[C:3]=12.[CH3:17][N:18]1[CH2:23][CH2:22][NH:21][CH2:20][CH2:19]1, predict the reaction product. (3) Given the reactants COC(=O)CC.NC1C=CC(C(N)=O)=CC=1C.C([O:20][C:21](=[O:39])[CH2:22][CH2:23][C:24](=[O:38])[CH2:25][CH2:26][C:27]([C:29]1[CH:34]=[CH:33][C:32]([C:35](=[O:37])[NH2:36])=[CH:31][CH:30]=1)=[O:28])C.C1(C)C=CC(S(O)(=O)=O)=CC=1, predict the reaction product. The product is: [C:35]([C:32]1[CH:31]=[CH:30][C:29]([C:27](=[O:28])[CH2:26][CH2:25][C:24](=[O:38])[CH2:23][CH2:22][C:21]([OH:39])=[O:20])=[CH:34][CH:33]=1)(=[O:37])[NH2:36]. (4) Given the reactants [NH2:1][C:2]1[C:7]2[C:8]([C:11]3[CH:16]=[CH:15][C:14]([O:17][C:18]4[CH:23]=[CH:22][CH:21]=[CH:20][CH:19]=4)=[CH:13][CH:12]=3)=[CH:9][S:10][C:6]=2[C:5](/[CH:24]=[CH:25]/[C:26](O)=[O:27])=[CH:4][N:3]=1.[NH:29]1[CH2:34][CH2:33][NH:32][CH2:31][C:30]1=[O:35].C1C=CC2N(O)N=NC=2C=1.CN1CCOCC1.CCN=C=NCCCN(C)C, predict the reaction product. The product is: [NH2:1][C:2]1[C:7]2[C:8]([C:11]3[CH:16]=[CH:15][C:14]([O:17][C:18]4[CH:23]=[CH:22][CH:21]=[CH:20][CH:19]=4)=[CH:13][CH:12]=3)=[CH:9][S:10][C:6]=2[C:5](/[CH:24]=[CH:25]/[C:26]([N:32]2[CH2:33][CH2:34][NH:29][C:30](=[O:35])[CH2:31]2)=[O:27])=[CH:4][N:3]=1. (5) Given the reactants [CH2:1]([O:3][C:4](=[O:20])[CH2:5][C:6]1[CH:7]=[C:8]([C:12]2[CH:17]=[CH:16][CH:15]=[C:14]([Cl:18])[C:13]=2[Cl:19])[CH:9]=[CH:10][CH:11]=1)[CH3:2].[C:21](=O)([O:25]CC)[O:22][CH2:23][CH3:24].[H-].[Na+], predict the reaction product. The product is: [CH2:1]([O:3][C:4](=[O:20])[CH:5]([C:6]1[CH:7]=[C:8]([C:12]2[CH:17]=[CH:16][CH:15]=[C:14]([Cl:18])[C:13]=2[Cl:19])[CH:9]=[CH:10][CH:11]=1)[C:21]([O:22][CH2:23][CH3:24])=[O:25])[CH3:2]. (6) Given the reactants C[O:2][C:3](=[O:31])[C@@H:4]([NH:8][S:9]([C:12]1[CH:13]=[CH:14][C:15]2[C:19]3[CH:20]=[C:21]([C:24]4[N:28]=[C:27]([CH3:29])[O:26][N:25]=4)[CH:22]=[CH:23][C:18]=3[O:17][C:16]=2[CH:30]=1)(=[O:11])=[O:10])[CH:5]([CH3:7])[CH3:6].O, predict the reaction product. The product is: [CH3:6][CH:5]([CH3:7])[C@H:4]([NH:8][S:9]([C:12]1[CH:13]=[CH:14][C:15]2[C:19]3[CH:20]=[C:21]([C:24]4[N:28]=[C:27]([CH3:29])[O:26][N:25]=4)[CH:22]=[CH:23][C:18]=3[O:17][C:16]=2[CH:30]=1)(=[O:11])=[O:10])[C:3]([OH:31])=[O:2]. (7) Given the reactants [F:1][C:2]1[CH:3]=[C:4]([CH:38]=[C:39]([F:41])[CH:40]=1)[CH2:5][N:6]1[CH:10]=[C:9]([C:11]2[C:19]3[C:14](=[N:15][CH:16]=[C:17]([C:20]4[CH:21]=[N:22][N:23]([CH:25]5[CH2:30][CH2:29][N:28](C(OC(C)(C)C)=O)[CH2:27][CH2:26]5)[CH:24]=4)[CH:18]=3)[NH:13][CH:12]=2)[CH:8]=[N:7]1.[ClH:42].CCOCC, predict the reaction product. The product is: [ClH:42].[F:1][C:2]1[CH:3]=[C:4]([CH:38]=[C:39]([F:41])[CH:40]=1)[CH2:5][N:6]1[CH:10]=[C:9]([C:11]2[C:19]3[C:14](=[N:15][CH:16]=[C:17]([C:20]4[CH:21]=[N:22][N:23]([CH:25]5[CH2:26][CH2:27][NH:28][CH2:29][CH2:30]5)[CH:24]=4)[CH:18]=3)[NH:13][CH:12]=2)[CH:8]=[N:7]1.